From a dataset of Full USPTO retrosynthesis dataset with 1.9M reactions from patents (1976-2016). Predict the reactants needed to synthesize the given product. (1) Given the product [OH-:31].[NH4+:1].[CH3:33][N:34]1[C:42]2[C:37](=[CH:38][CH:39]=[CH:40][CH:41]=2)[CH:36]=[C:35]1[C:43]([NH2:1])=[O:44], predict the reactants needed to synthesize it. The reactants are: [NH2:1]C1C=CC(C2C3C(=NC=NC=3N)N(C3CCN(C4CCN(C)CC4)CC3)N=2)=CC=1[O:31]C.[CH3:33][N:34]1[C:42]2[C:37](=[CH:38][CH:39]=[CH:40][CH:41]=2)[CH:36]=[C:35]1[C:43](Cl)=[O:44].[OH-].[Na+]. (2) Given the product [CH3:20][N:2]([C:1]1[CH:31]=[CH:32][CH:27]=[CH:28][CH:29]=1)[C:3]1[CH:8]=[CH:7][C:6](/[CH:9]=[CH:10]/[C:11]2[CH:16]=[CH:15][C:14]([N+:17]([O-:19])=[O:18])=[CH:13][CH:12]=2)=[CH:5][CH:4]=1, predict the reactants needed to synthesize it. The reactants are: [CH3:1][N:2]([CH3:20])[C:3]1[CH:8]=[CH:7][C:6](/[CH:9]=[CH:10]/[C:11]2[CH:16]=[CH:15][C:14]([N+:17]([O-:19])=[O:18])=[CH:13][CH:12]=2)=[CH:5][CH:4]=1.FC(F)(F)S(O[C:27]1[CH:32]=[CH:31]C=[CH:29][C:28]=1[Si](C)(C)C)(=O)=O.[F-].[K+].C1OCCOCCOCCOCCOCCOC1. (3) Given the product [ClH:26].[CH3:25][NH:24][C:16]1[S:15][C:14]([N:11]2[CH2:12][CH2:13][NH:8][CH2:9][CH2:10]2)=[N:18][C:17]=1[C:19]([O:21][CH2:22][CH3:23])=[O:20], predict the reactants needed to synthesize it. The reactants are: C(OC([N:8]1[CH2:13][CH2:12][N:11]([C:14]2[S:15][C:16]([NH:24][CH3:25])=[C:17]([C:19]([O:21][CH2:22][CH3:23])=[O:20])[N:18]=2)[CH2:10][CH2:9]1)=O)(C)(C)C.[ClH:26]. (4) Given the product [CH:89]1([S:86]([NH:85][C:83]([C@@:78]2([NH:77][C:31]([C@@H:13]3[CH2:14][C@@H:15]([O:17][C:18]4[C:27]5[C:22](=[CH:23][CH:24]=[CH:25][CH:26]=5)[C:21]([O:28][CH2:29][CH3:30])=[CH:20][N:19]=4)[CH2:16][N:12]3[C:10](=[O:11])[CH:9]([NH:8][C:6](=[O:7])[O:5][C:1]([CH3:2])([CH3:4])[CH3:3])[C@H:34]([CH3:42])[CH2:35][CH:36]([CH3:41])[CH2:37][CH2:38][CH:39]=[CH2:40])=[O:32])[CH2:80][C@H:79]2[CH:81]=[CH2:82])=[O:84])(=[O:88])=[O:87])[CH2:91][CH2:90]1, predict the reactants needed to synthesize it. The reactants are: [C:1]([O:5][C:6]([NH:8][CH:9]([C@H:34]([CH3:42])[CH2:35][CH:36]([CH3:41])[CH2:37][CH2:38][CH:39]=[CH2:40])[C:10]([N:12]1[CH2:16][C@H:15]([O:17][C:18]2[C:27]3[C:22](=[CH:23][CH:24]=[CH:25][CH:26]=3)[C:21]([O:28][CH2:29][CH3:30])=[CH:20][N:19]=2)[CH2:14][C@H:13]1[C:31](O)=[O:32])=[O:11])=[O:7])([CH3:4])([CH3:3])[CH3:2].CCN(C(C)C)C(C)C.CN(C(ON1N=NC2C=CC=NC1=2)=[N+](C)C)C.F[P-](F)(F)(F)(F)F.Cl.[NH2:77][C@:78]1([C:83]([NH:85][S:86]([CH:89]2[CH2:91][CH2:90]2)(=[O:88])=[O:87])=[O:84])[CH2:80][C@H:79]1[CH:81]=[CH2:82]. (5) Given the product [CH:1]1([N:4]([C:5]([C@@H:7]2[O:12][C@H:11]([CH2:13][F:14])[CH2:10][NH:9][CH2:8]2)=[O:6])[C@@H:22]([C:24]2[CH:25]=[C:26]([O:38][CH3:39])[N:27]=[C:28]([CH2:30][CH2:31][CH2:32][NH:33][C:34](=[O:35])[O:36][CH3:37])[CH:29]=2)[CH3:23])[CH2:2][CH2:3]1, predict the reactants needed to synthesize it. The reactants are: [CH:1]1([N:4]([C@@H:22]([C:24]2[CH:29]=[C:28]([CH2:30][CH2:31][CH2:32][NH:33][C:34]([O:36][CH3:37])=[O:35])[N:27]=[C:26]([O:38][CH3:39])[CH:25]=2)[CH3:23])[C:5]([C@@H:7]2[O:12][C@H:11]([CH2:13][F:14])[CH2:10][N:9](C(OC(C)(C)C)=O)[CH2:8]2)=[O:6])[CH2:3][CH2:2]1.FC(F)(F)C(O)=O.C(=O)([O-])O.[Na+]. (6) Given the product [CH3:1][O:2][C:3]([C:5]1[S:12][C:11]2[C:10]([C:13]3[NH:14][C:15]4[C:20]([CH:21]=3)=[CH:19][C:18]([CH2:22][OH:23])=[CH:17][CH:16]=4)=[N:9][NH:8][C:7]=2[CH:6]=1)=[O:4], predict the reactants needed to synthesize it. The reactants are: [CH3:1][O:2][C:3]([C:5]1[S:12][C:11]2[C:10]([C:13]3[NH:14][C:15]4[C:20]([CH:21]=3)=[CH:19][C:18]([C:22](C)(C)[O:23][SiH2]C(C)(C)C)=[CH:17][CH:16]=4)=[N:9][NH:8][C:7]=2[CH:6]=1)=[O:4].[F-].C([N+](CCCC)(CCCC)CCCC)CCC. (7) Given the product [Br:15][C:16]1[CH:17]=[CH:18][N:19]=[CH:20][C:21]=1[CH:22]([C:3]1[CH:8]=[CH:7][C:6]([C:9]([F:12])([F:11])[F:10])=[CH:5][CH:4]=1)[OH:23], predict the reactants needed to synthesize it. The reactants are: [Mg].Br[C:3]1[CH:8]=[CH:7][C:6]([C:9]([F:12])([F:11])[F:10])=[CH:5][CH:4]=1.II.[Br:15][C:16]1[C:21]([CH:22]=[O:23])=[CH:20][N:19]=[CH:18][CH:17]=1.